Task: Binary Classification. Given a miRNA mature sequence and a target amino acid sequence, predict their likelihood of interaction.. Dataset: Experimentally validated miRNA-target interactions with 360,000+ pairs, plus equal number of negative samples (1) The miRNA is hsa-miR-603 with sequence CACACACUGCAAUUACUUUUGC. The protein sequence of the target gene is MEAETGSSVETGKKANRGTRIALVVFVGGTLVLGTILFLVSQGLLSLQAKQEYCLKPECIEAAAAILSKVNLSVDPCDNFFRFACDGWISNNPIPEDMPSYGVYPWLRHNVDLKLKELLEKSISRRRDTEAIQKAKILYSSCMNEKAIEKADAKPLLHILRHSPFRWPVLESNIGPEGVWSERKFSLLQTLATFRGQYSNSVFIRLYVSPDDKASNEHILKLDQATLSLAVREDYLDNSTEAKSYRDALYKFMVDTAVLLGANSSRAEHDMKSVLRLEIKIAEIMIPHENRTSEAMYNKM.... Result: 1 (interaction). (2) The miRNA is rno-miR-293-5p with sequence ACUCAAACUGUGUGACACUUU. The protein sequence of the target gene is MAYIQLEPLNEGFLSRISDVLLCGWTCQHCCQRCYESSCCQSSEDEVEILGPFPAQTPPWLMASRSNDKDGDSVHTASDVPLTPRTNSPDGRRSSSDTSKSTYSLTRRISSLDSRRPSSPLIDIKPIEFGVLSAKKEPIQPSVLRRTYTPDDYFRKFEPRLYSLDSNLDDVDSLTDEEIMSKYQLGMLHFSTQYDLLHNHLTVRVIEARDLPPPISHDGSRQDMAHSNPYVKICLLPDQKNSKQTGVKRKTQKPVFEERYTFEIPFLEAQRRTLLLTVVDFDKFSRHCVIGKVAVPLCEV.... Result: 0 (no interaction).